This data is from Forward reaction prediction with 1.9M reactions from USPTO patents (1976-2016). The task is: Predict the product of the given reaction. (1) Given the reactants [N+]([C:4]1[CH:9]=[CH:8][CH:7]=[C:6]([N+]([O-])=O)[C:5]=1[CH3:13])([O-])=O.CO[CH:16](OC)[N:17]([CH3:19])[CH3:18], predict the reaction product. The product is: [CH3:16][N:17]([CH:19]=[CH:13][C:5]1[CH:6]=[CH:7][CH:8]=[CH:9][CH:4]=1)[CH3:18]. (2) Given the reactants Cl[CH2:2][C:3]([NH:5][C:6]1[CH:11]=[CH:10][C:9]([C@@H:12]2[O:17][CH2:16][CH2:15][N:14]([C@@H:18]([C:20]3[CH:25]=[CH:24][CH:23]=[CH:22][CH:21]=3)[CH3:19])[CH2:13]2)=[CH:8][CH:7]=1)=[O:4].C(=O)([O-])[O-].[K+].[K+].Cl.[CH3:33][NH:34][CH3:35], predict the reaction product. The product is: [CH3:33][N:34]([CH3:35])[CH2:2][C:3]([NH:5][C:6]1[CH:11]=[CH:10][C:9]([C@@H:12]2[O:17][CH2:16][CH2:15][N:14]([C@@H:18]([C:20]3[CH:25]=[CH:24][CH:23]=[CH:22][CH:21]=3)[CH3:19])[CH2:13]2)=[CH:8][CH:7]=1)=[O:4].